Dataset: Catalyst prediction with 721,799 reactions and 888 catalyst types from USPTO. Task: Predict which catalyst facilitates the given reaction. (1) Reactant: [NH2:1][C:2]([C:4]1[CH:5]=[N:6][C:7]2[C:12]([C:13]=1[NH:14][C:15]1[CH:16]=[C:17]([CH:23]=[CH:24][CH:25]=1)[C:18]([O:20][CH2:21][CH3:22])=[O:19])=[CH:11][CH:10]=[C:9](Br)[CH:8]=2)=[O:3].[CH3:27][O:28][C:29]1[N:34]=[C:33]([O:35][CH3:36])[C:32](B(O)O)=[CH:31][N:30]=1.C(=O)([O-])[O-].[K+].[K+]. Product: [NH2:1][C:2]([C:4]1[CH:5]=[N:6][C:7]2[C:12]([C:13]=1[NH:14][C:15]1[CH:16]=[C:17]([CH:23]=[CH:24][CH:25]=1)[C:18]([O:20][CH2:21][CH3:22])=[O:19])=[CH:11][CH:10]=[C:9]([C:32]1[C:33]([O:35][CH3:36])=[N:34][C:29]([O:28][CH3:27])=[N:30][CH:31]=1)[CH:8]=2)=[O:3]. The catalyst class is: 70. (2) Reactant: Cl[C:2]1[CH:17]=[C:16]([CH:18]([CH3:20])[CH3:19])[C:5]([C:6]([NH:8][CH2:9][CH:10]2[CH2:15][CH2:14][CH2:13][CH2:12][CH2:11]2)=[O:7])=[CH:4][N:3]=1.[Cl:21][C:22]1[CH:23]=[C:24]([CH:26]=[CH:27][C:28]=1[Cl:29])[NH2:25].CC(C)([O-])C.[Na+].C1(P(C2CCCCC2)C2C=CC=CC=2C2C=CC=CC=2)CCCCC1. Product: [CH:10]1([CH2:9][NH:8][C:6](=[O:7])[C:5]2[C:16]([CH:18]([CH3:20])[CH3:19])=[CH:17][C:2]([NH:25][C:24]3[CH:26]=[CH:27][C:28]([Cl:29])=[C:22]([Cl:21])[CH:23]=3)=[N:3][CH:4]=2)[CH2:15][CH2:14][CH2:13][CH2:12][CH2:11]1. The catalyst class is: 216. (3) Reactant: [I-].[CH3:2][S+](C)(C)=O.[H-].[Na+].[H][H].[N:11]1[CH:16]=[CH:15][C:14](/[CH:17]=[CH:18]/[C:19]([O:21][CH2:22][CH3:23])=[O:20])=[CH:13][CH:12]=1. Product: [N:11]1[CH:16]=[CH:15][C:14]([C@@H:17]2[CH2:2][C@H:18]2[C:19]([O:21][CH2:22][CH3:23])=[O:20])=[CH:13][CH:12]=1. The catalyst class is: 16. (4) Reactant: [C:1]([O:5][C:6]([NH:8][CH:9]1[C:27](=[O:28])[N:26]2[CH:22]([CH2:23][CH:24]([OH:29])[CH2:25]2)[C:21](=[O:30])[NH:20][C:19]2([C:31]([OH:33])=[O:32])[CH:17]([CH2:18]2)[CH:16]=[CH:15][CH2:14][CH2:13][CH2:12][CH2:11][CH2:10]1)=[O:7])([CH3:4])([CH3:3])[CH3:2].CC(C)([O-])C.[K+].F[C:41]1[CH:46]=[CH:45][CH:44]=[CH:43][N:42]=1. Product: [C:1]([O:5][C:6]([NH:8][CH:9]1[C:27](=[O:28])[N:26]2[CH:22]([CH2:23][CH:24]([O:29][C:41]3[CH:46]=[CH:45][CH:44]=[CH:43][N:42]=3)[CH2:25]2)[C:21](=[O:30])[NH:20][C:19]2([C:31]([OH:33])=[O:32])[CH:17]([CH2:18]2)[CH:16]=[CH:15][CH2:14][CH2:13][CH2:12][CH2:11][CH2:10]1)=[O:7])([CH3:4])([CH3:2])[CH3:3]. The catalyst class is: 16. (5) Reactant: Br[C:2]1[C:6]2[CH2:7][N:8]([C:11](=[O:13])[CH3:12])[CH2:9][CH2:10][C:5]=2[N:4]([C@H:14]2[CH2:18][CH2:17][O:16][CH2:15]2)[N:3]=1.[NH:19]1[C:28]2[C:23](=[CH:24][CH:25]=[CH:26][CH:27]=2)[CH2:22][CH2:21][CH2:20]1.C(O[Na])(C)(C)C.COC(C)(C)C.C1(P(C2CCCCC2)C2C=CC=CC=2C2C(OC(C)C)=CC=CC=2OC(C)C)CCCCC1. Product: [N:19]1([C:2]2[C:6]3[CH2:7][N:8]([C:11](=[O:13])[CH3:12])[CH2:9][CH2:10][C:5]=3[N:4]([C@H:14]3[CH2:18][CH2:17][O:16][CH2:15]3)[N:3]=2)[C:28]2[C:23](=[CH:24][CH:25]=[CH:26][CH:27]=2)[CH2:22][CH2:21][CH2:20]1. The catalyst class is: 12.